From a dataset of Forward reaction prediction with 1.9M reactions from USPTO patents (1976-2016). Predict the product of the given reaction. (1) Given the reactants [CH3:1][O:2][C:3]1[CH:10]=[C:9]([O:11][CH3:12])[C:8]([C:13]2[N:14]=[C:15]([CH3:18])[S:16][CH:17]=2)=[CH:7][C:4]=1[CH:5]=O.[C:19]([C:22]1[CH:30]=[CH:29][C:25]([C:26]([OH:28])=[O:27])=[CH:24][CH:23]=1)(=[O:21])[CH3:20], predict the reaction product. The product is: [CH3:1][O:2][C:3]1[CH:10]=[C:9]([O:11][CH3:12])[C:8]([C:13]2[N:14]=[C:15]([CH3:18])[S:16][CH:17]=2)=[CH:7][C:4]=1/[CH:5]=[CH:20]/[C:19]([C:22]1[CH:30]=[CH:29][C:25]([C:26]([OH:28])=[O:27])=[CH:24][CH:23]=1)=[O:21]. (2) Given the reactants [CH3:1][C:2]1[CH:3]=[C:4]([CH2:10][CH2:11][C:12]([C:14]2[S:21][C:20]([CH3:22])=[C:19]3[C:15]=2[CH2:16][C@H:17]2[C:23]([CH3:25])([CH3:24])[C@H:18]23)=[O:13])[CH:5]=[C:6]([CH3:9])[C:7]=1[OH:8].[CH2:26]([CH:28]1[O:30][CH2:29]1)Cl, predict the reaction product. The product is: [CH3:9][C:6]1[CH:5]=[C:4]([CH2:10][CH2:11][C:12]([C:14]2[S:21][C:20]([CH3:22])=[C:19]3[C:15]=2[CH2:16][C@H:17]2[C:23]([CH3:25])([CH3:24])[C@H:18]23)=[O:13])[CH:3]=[C:2]([CH3:1])[C:7]=1[O:8][CH2:26][CH:28]1[CH2:29][O:30]1. (3) The product is: [OH:18][CH:19]1[CH2:20][N:21]([C:23]2[O:24][CH:25]=[C:26]([C:28]([N:30]3[CH2:35][CH2:34][O:33][CH2:32][CH2:31]3)=[O:29])[N:27]=2)[CH2:22]1. Given the reactants [Si]([O:18][CH:19]1[CH2:22][N:21]([C:23]2[O:24][CH:25]=[C:26]([C:28]([N:30]3[CH2:35][CH2:34][O:33][CH2:32][CH2:31]3)=[O:29])[N:27]=2)[CH2:20]1)(C(C)(C)C)(C1C=CC=CC=1)C1C=CC=CC=1.[F-].C([N+](CCCC)(CCCC)CCCC)CCC, predict the reaction product.